This data is from Full USPTO retrosynthesis dataset with 1.9M reactions from patents (1976-2016). The task is: Predict the reactants needed to synthesize the given product. (1) Given the product [Br:1][C:2]1[CH:7]=[CH:6][C:5]([O:8][CH3:9])=[C:4]([C:19]2[CH:20]=[CH:21][C:16]([S:13]([CH2:11][CH3:12])(=[O:15])=[O:14])=[CH:17][C:18]=2[O:31][CH3:32])[CH:3]=1, predict the reactants needed to synthesize it. The reactants are: [Br:1][C:2]1[CH:7]=[CH:6][C:5]([O:8][CH3:9])=[C:4](I)[CH:3]=1.[CH2:11]([S:13]([C:16]1[CH:21]=[CH:20][C:19](B2OC(C)(C)C(C)(C)O2)=[C:18]([O:31][CH3:32])[CH:17]=1)(=[O:15])=[O:14])[CH3:12].C(=O)([O-])[O-].[Cs+].[Cs+]. (2) Given the product [C:3]1([C:9]2[N:10]([CH3:21])[C:11]3[C:16]([CH:17]=2)=[CH:15][C:14]([N+:18]([O-:20])=[O:19])=[CH:13][CH:12]=3)[CH:4]=[CH:5][CH:6]=[CH:7][CH:8]=1, predict the reactants needed to synthesize it. The reactants are: [H-].[Na+].[C:3]1([C:9]2[NH:10][C:11]3[C:16]([CH:17]=2)=[CH:15][C:14]([N+:18]([O-:20])=[O:19])=[CH:13][CH:12]=3)[CH:8]=[CH:7][CH:6]=[CH:5][CH:4]=1.[CH3:21]I. (3) Given the product [CH3:21][O:20][C:17]1[CH:18]=[CH:19][C:14]([N:12]([CH3:13])[C:10]2[C:9]3[C:4](=[CH:5][CH:6]=[CH:7][CH:8]=3)[N:3]=[C:2]([NH2:22])[N:11]=2)=[CH:15][CH:16]=1, predict the reactants needed to synthesize it. The reactants are: Cl[C:2]1[N:11]=[C:10]([N:12]([C:14]2[CH:19]=[CH:18][C:17]([O:20][CH3:21])=[CH:16][CH:15]=2)[CH3:13])[C:9]2[C:4](=[CH:5][CH:6]=[CH:7][CH:8]=2)[N:3]=1.[NH3:22]. (4) Given the product [Cl:1][C:2]1[CH:10]=[C:9]2[C:5]([C:6]([C:11]([N:13]3[CH2:18][CH2:17][N:16]([C:19]4[CH:24]=[CH:23][CH:22]=[CH:21][C:20]=4[F:25])[CH2:15][CH2:14]3)=[O:12])=[CH:7][N:8]2[CH2:27][C:28]([N:30]2[CH2:35][CH2:34][N:33]([CH3:36])[CH2:32][CH2:31]2)=[O:29])=[CH:4][CH:3]=1, predict the reactants needed to synthesize it. The reactants are: [Cl:1][C:2]1[CH:10]=[C:9]2[C:5]([C:6]([C:11]([N:13]3[CH2:18][CH2:17][N:16]([C:19]4[CH:24]=[CH:23][CH:22]=[CH:21][C:20]=4[F:25])[CH2:15][CH2:14]3)=[O:12])=[CH:7][NH:8]2)=[CH:4][CH:3]=1.Cl[CH2:27][C:28]([N:30]1[CH2:35][CH2:34][N:33]([CH3:36])[CH2:32][CH2:31]1)=[O:29]. (5) The reactants are: [C:1]([N:4]1[CH:13]=[CH:12][C:11]2[C:6](=[CH:7][CH:8]=[C:9]([F:15])[C:10]=2[Br:14])[CH:5]1[CH2:16][C:17]([O:19]C)=O)(=[O:3])[CH3:2].BrC1C(F)=CC=C2C=1C=C[N:26]=C2.C([Si](OC(OC)=C)(C)C)(C)(C)C.Cl. Given the product [Br:14][C:10]1[C:9]([F:15])=[CH:8][CH:7]=[C:6]2[C:11]=1[CH2:12][CH2:13][N:4]1[C:1](=[O:3])[CH2:2][NH:26][C:17](=[O:19])[CH:16]=[C:5]12, predict the reactants needed to synthesize it.